From a dataset of Forward reaction prediction with 1.9M reactions from USPTO patents (1976-2016). Predict the product of the given reaction. Given the reactants CCN=C=NCCCN(C)C.C1C=CC2N(O)N=NC=2C=1.[F:22][C:23]1[C:24](=[O:44])[N:25]2[C:29](=[C:30]([C:41]([OH:43])=O)[C:31]=1[NH:32][C:33]1[CH:38]=[CH:37][C:36]([I:39])=[CH:35][C:34]=1[F:40])[CH2:28][CH2:27][CH2:26]2.[CH3:45][C:46]1([CH3:54])[O:50][CH:49]([CH2:51][O:52][NH2:53])[CH2:48][O:47]1, predict the reaction product. The product is: [CH3:45][C:46]1([CH3:54])[O:50][CH:49]([CH2:51][O:52][NH:53][C:41]([C:30]2[C:31]([NH:32][C:33]3[CH:38]=[CH:37][C:36]([I:39])=[CH:35][C:34]=3[F:40])=[C:23]([F:22])[C:24](=[O:44])[N:25]3[C:29]=2[CH2:28][CH2:27][CH2:26]3)=[O:43])[CH2:48][O:47]1.